This data is from Forward reaction prediction with 1.9M reactions from USPTO patents (1976-2016). The task is: Predict the product of the given reaction. (1) Given the reactants [Cl:1][C:2]1[CH:17]=[CH:16][C:5]([CH2:6][CH2:7][O:8][C:9]2[N:10]=[N:11][C:12](I)=[CH:13][CH:14]=2)=[CH:4][CH:3]=1.[C:18]([C:21]1[CH:26]=[CH:25][C:24](B(O)O)=[CH:23][CH:22]=1)([OH:20])=[O:19].C(=O)([O-])[O-].[K+].[K+], predict the reaction product. The product is: [Cl:1][C:2]1[CH:17]=[CH:16][C:5]([CH2:6][CH2:7][O:8][C:9]2[N:10]=[N:11][C:12]([C:24]3[CH:25]=[CH:26][C:21]([C:18]([OH:20])=[O:19])=[CH:22][CH:23]=3)=[CH:13][CH:14]=2)=[CH:4][CH:3]=1. (2) Given the reactants [NH2:1][C:2]1[CH:3]=[C:4]([C@:9]2([CH3:36])[C@H:15]3[C@:13]([C:16]([O:18][CH3:19])=[O:17])([CH2:14]3)[S:12][C:11]([N:20]([C:29]([O:31][C:32]([CH3:35])([CH3:34])[CH3:33])=[O:30])[CH2:21][O:22][CH2:23][CH2:24][Si:25]([CH3:28])([CH3:27])[CH3:26])=[N:10]2)[C:5]([F:8])=[N:6][CH:7]=1.[Cl:37][C:38]1[CH:39]=[CH:40][C:41]([C:44](O)=[O:45])=[N:42][CH:43]=1.CN(C(ON1N=NC2C=CC=NC1=2)=[N+](C)C)C.F[P-](F)(F)(F)(F)F.C(N(C(C)C)CC)(C)C, predict the reaction product. The product is: [C:32]([O:31][C:29]([N:20]([CH2:21][O:22][CH2:23][CH2:24][Si:25]([CH3:28])([CH3:27])[CH3:26])[C:11]1[S:12][C@:13]2([C:16]([O:18][CH3:19])=[O:17])[C@H:15]([C@:9]([C:4]3[C:5]([F:8])=[N:6][CH:7]=[C:2]([NH:1][C:44](=[O:45])[C:41]4[CH:40]=[CH:39][C:38]([Cl:37])=[CH:43][N:42]=4)[CH:3]=3)([CH3:36])[N:10]=1)[CH2:14]2)=[O:30])([CH3:35])([CH3:34])[CH3:33]. (3) Given the reactants C(N(CC)C(C)C)(C)C.[C:10]([C:12]1[CH:17]=[CH:16][C:15]([C:18]2[O:22][C:21]([CH2:23][C:24]3[CH:25]=[C:26]([CH:30]=[CH:31][CH:32]=3)[C:27]([OH:29])=O)=[N:20][N:19]=2)=[CH:14][CH:13]=1)#[N:11].Br.Br.[N:35]1([C@H:41]2[CH2:50][CH2:49][C:44]3[N:45]=[C:46]([NH2:48])[S:47][C:43]=3[CH2:42]2)[CH2:40][CH2:39][O:38][CH2:37][CH2:36]1.C(=O)(O)[O-].[Na+], predict the reaction product. The product is: [C:10]([C:12]1[CH:17]=[CH:16][C:15]([C:18]2[O:22][C:21]([CH2:23][C:24]3[CH:25]=[C:26]([CH:30]=[CH:31][CH:32]=3)[C:27]([NH:48][C:46]3[S:47][C:43]4[CH2:42][C@@H:41]([N:35]5[CH2:36][CH2:37][O:38][CH2:39][CH2:40]5)[CH2:50][CH2:49][C:44]=4[N:45]=3)=[O:29])=[N:20][N:19]=2)=[CH:14][CH:13]=1)#[N:11].